From a dataset of Forward reaction prediction with 1.9M reactions from USPTO patents (1976-2016). Predict the product of the given reaction. Given the reactants [Cl:1][C:2]1[CH:3]=[CH:4][C:5]([N+:17]([O-])=O)=[C:6]([N:8]2[CH:12]=[CH:11][CH:10]=[C:9]2[C:13](OC)=[O:14])[CH:7]=1, predict the reaction product. The product is: [Cl:1][C:2]1[CH:7]=[C:6]2[C:5]([NH:17][C:13](=[O:14])[C:9]3[N:8]2[CH:12]=[CH:11][CH:10]=3)=[CH:4][CH:3]=1.